Dataset: Reaction yield outcomes from USPTO patents with 853,638 reactions. Task: Predict the reaction yield, written as a fraction of the theoretical maximum amount of product (1.0 means a 100% yield; for example, 0.34 means a 34% yield). (1) The reactants are [ClH:1].CO[C:4](=O)[CH:5]([NH2:9])[CH2:6][C:7]#[CH:8].[N:11]#[C:12][NH2:13]. No catalyst specified. The product is [ClH:1].[CH2:6]([C:5]1[N:9]=[C:12]([NH2:13])[NH:11][CH:4]=1)[C:7]#[CH:8]. The yield is 0.590. (2) The reactants are [NH2:1][C:2]1[CH:10]=[CH:9][CH:8]=[C:7]2[C:3]=1[C:4](=[O:35])[N:5]([C:12]1([CH2:20][CH2:21][CH2:22][CH2:23][NH:24]C(=O)OCC3C=CC=CC=3)[CH2:17][CH2:16][C:15](=[O:18])[NH:14][C:13]1=[O:19])[C:6]2=[O:11].[H][H].[ClH:38]. The catalyst is C(O)C.[Pd]. The product is [ClH:38].[NH2:1][C:2]1[CH:10]=[CH:9][CH:8]=[C:7]2[C:3]=1[C:4](=[O:35])[N:5]([C:12]1([CH2:20][CH2:21][CH2:22][CH2:23][NH2:24])[CH2:17][CH2:16][C:15](=[O:18])[NH:14][C:13]1=[O:19])[C:6]2=[O:11]. The yield is 0.690. (3) The reactants are [C:1](Cl)(=[O:6])[C:2]([CH3:5])([CH3:4])[CH3:3].[N:8]1[CH:13]=[CH:12][N:11]=[CH:10][C:9]=1[NH2:14].C(N(CC)CC)C. The catalyst is C(Cl)Cl. The product is [CH3:3][C:2]([CH3:5])([CH3:4])[C:1]([NH:14][C:9]1[CH:10]=[N:11][CH:12]=[CH:13][N:8]=1)=[O:6]. The yield is 0.870. (4) The reactants are [Cl:1][C:2]1[C:3]2[CH:10]=[C:9]([C:11]([O:13][CH2:14][CH3:15])=[O:12])[NH:8][C:4]=2[N:5]=[CH:6][N:7]=1.[Br:16]N1C(=O)CCC1=O. The catalyst is CN(C)C=O. The product is [Br:16][C:10]1[C:3]2[C:2]([Cl:1])=[N:7][CH:6]=[N:5][C:4]=2[NH:8][C:9]=1[C:11]([O:13][CH2:14][CH3:15])=[O:12]. The yield is 0.860. (5) The reactants are C(OC([N:11]1[CH2:16][CH2:15][N:14]([C:17]2[CH:40]=[CH:39][C:20]3[C:21]4[N:25]([CH2:26][CH2:27][O:28][C:19]=3[CH:18]=2)[CH:24]=[C:23]([C:29]2[N:30]([CH2:34][C:35]([F:38])([F:37])[F:36])[N:31]=[CH:32][N:33]=2)[N:22]=4)[C@H:13]([C:41](=[O:43])[NH2:42])[CH2:12]1)=O)C1C=CC=CC=1. The catalyst is [Pd]. The product is [F:37][C:35]([F:36])([F:38])[CH2:34][N:30]1[C:29]([C:23]2[N:22]=[C:21]3[C:20]4[CH:39]=[CH:40][C:17]([N:14]5[CH2:15][CH2:16][NH:11][CH2:12][C@H:13]5[C:41]([NH2:42])=[O:43])=[CH:18][C:19]=4[O:28][CH2:27][CH2:26][N:25]3[CH:24]=2)=[N:33][CH:32]=[N:31]1. The yield is 0.200. (6) The product is [CH3:1][O:2][C:3]([C:5]1[CH:14]=[C:13]2[C:8]([CH:9]=[CH:10][N:11]([CH2:24][CH2:23][O:16][C:17]3[CH:22]=[CH:21][CH:20]=[CH:19][CH:18]=3)[C:12]2=[O:15])=[CH:7][CH:6]=1)=[O:4]. No catalyst specified. The yield is 0.830. The reactants are [CH3:1][O:2][C:3]([C:5]1[CH:14]=[C:13]2[C:8]([CH:9]=[CH:10][NH:11][C:12]2=[O:15])=[CH:7][CH:6]=1)=[O:4].[O:16]([CH2:23][CH2:24]Br)[C:17]1[CH:22]=[CH:21][CH:20]=[CH:19][CH:18]=1. (7) The reactants are [NH2:1][C:2]1[S:3][C:4]2[C:10]([C:11]([O:13][CH3:14])=[O:12])=[C:9]([O:15][C:16]3[CH:21]=[CH:20][C:19]([F:22])=[C:18]([NH:23][C:24](=[O:36])[CH2:25][C:26]4[CH:31]=[CH:30][CH:29]=[C:28]([C:32]([F:35])([F:34])[F:33])[CH:27]=4)[CH:17]=3)[CH:8]=[CH:7][C:5]=2[N:6]=1.N1C=CC=CC=1.[CH:43]1([C:46](Cl)=[O:47])[CH2:45][CH2:44]1. The catalyst is O1CCCC1.C(OCC)(=O)C. The product is [CH:43]1([C:46]([NH:1][C:2]2[S:3][C:4]3[C:10]([C:11]([O:13][CH3:14])=[O:12])=[C:9]([O:15][C:16]4[CH:21]=[CH:20][C:19]([F:22])=[C:18]([NH:23][C:24](=[O:36])[CH2:25][C:26]5[CH:31]=[CH:30][CH:29]=[C:28]([C:32]([F:34])([F:35])[F:33])[CH:27]=5)[CH:17]=4)[CH:8]=[CH:7][C:5]=3[N:6]=2)=[O:47])[CH2:45][CH2:44]1. The yield is 0.800. (8) The reactants are [C:1]([C:5]1[CH:9]=[C:8]([NH:10][C:11]([NH:13][C:14]2[CH:19]=[C:18]([C:20]3[C:31](=[O:32])[N:30]([CH:33]([CH3:35])[CH3:34])[C:23]4[N:24]=[C:25](SC)[N:26]=[CH:27][C:22]=4[CH:21]=3)[C:17]([CH3:36])=[CH:16][C:15]=2[F:37])=[O:12])[O:7][N:6]=1)([CH3:4])([CH3:3])[CH3:2].[CH3:38][NH2:39]. No catalyst specified. The product is [C:1]([C:5]1[CH:9]=[C:8]([NH:10][C:11]([NH:13][C:14]2[CH:19]=[C:18]([C:20]3[C:31](=[O:32])[N:30]([CH:33]([CH3:35])[CH3:34])[C:23]4[N:24]=[C:25]([NH:39][CH3:38])[N:26]=[CH:27][C:22]=4[CH:21]=3)[C:17]([CH3:36])=[CH:16][C:15]=2[F:37])=[O:12])[O:7][N:6]=1)([CH3:4])([CH3:3])[CH3:2]. The yield is 0.500.